Dataset: Forward reaction prediction with 1.9M reactions from USPTO patents (1976-2016). Task: Predict the product of the given reaction. (1) Given the reactants [CH3:1][C:2]1[CH:10]=[C:9]([C:11]([NH:13][CH:14]2[CH2:19][CH2:18][NH:17][CH2:16][CH2:15]2)=[O:12])[CH:8]=[C:7]([CH3:20])[C:3]=1[C:4]([OH:6])=[O:5].C(OC(N1CCC(NC(=O)[C:36]2[CH:41]=[C:40](C)[C:39]([C:43](OC(C)(C)C)=O)=[C:38](C)[CH:37]=2)CC1)=O)(C)(C)C.FC(F)(F)C(O)=O.[CH:59]([O:62]C1C=C(C=C(OC(C)C)C=1)C=O)([CH3:61])[CH3:60].[OH:75][C:76]1[CH:77]=C(C=C(O)[CH:83]=1)C=O.BrC(C)C.C(=O)([O-])[O-].[K+].[K+].C([BH3-])#N.[Na+].C(N(C(C)C)C(C)C)C, predict the reaction product. The product is: [CH:59]([O:62][C:41]1[CH:40]=[C:39]([CH:38]=[C:37]([O:75][CH:76]([CH3:77])[CH3:83])[CH:36]=1)[CH2:43][N:17]1[CH2:16][CH2:15][CH:14]([NH:13][C:11](=[O:12])[C:9]2[CH:10]=[C:2]([CH3:1])[C:3]([C:4]([OH:6])=[O:5])=[C:7]([CH3:20])[CH:8]=2)[CH2:19][CH2:18]1)([CH3:61])[CH3:60]. (2) Given the reactants [NH2:1][C:2]1[CH:7]=[CH:6][CH:5]=[CH:4][C:3]=1[NH:8][C:9]1[C:10]([CH3:19])=[C:11]([CH:16]=[CH:17][CH:18]=1)[C:12]([O:14][CH3:15])=[O:13].N1([C:25](N2C=CN=C2)=[S:26])C=CN=C1.C(=O)(O)[O-].[Na+], predict the reaction product. The product is: [CH3:19][C:10]1[C:9]([N:8]2[C:3]3[CH:4]=[CH:5][CH:6]=[CH:7][C:2]=3[NH:1][C:25]2=[S:26])=[CH:18][CH:17]=[CH:16][C:11]=1[C:12]([O:14][CH3:15])=[O:13]. (3) Given the reactants [CH3:1][C:2]1[CH:7]=[CH:6][N:5]=[CH:4][C:3]=1[N:8]1[CH2:12][CH2:11][NH:10][C:9]1=[O:13].Br[C:15]1[CH:20]=[CH:19][C:18]([F:21])=[CH:17][CH:16]=1.N[C@@H]1CCCC[C@H]1N.C(=O)([O-])[O-].[K+].[K+], predict the reaction product. The product is: [F:21][C:18]1[CH:19]=[CH:20][C:15]([N:10]2[CH2:11][CH2:12][N:8]([C:3]3[CH:4]=[N:5][CH:6]=[CH:7][C:2]=3[CH3:1])[C:9]2=[O:13])=[CH:16][CH:17]=1.